From a dataset of Peptide-MHC class I binding affinity with 185,985 pairs from IEDB/IMGT. Regression. Given a peptide amino acid sequence and an MHC pseudo amino acid sequence, predict their binding affinity value. This is MHC class I binding data. (1) The peptide sequence is SPVNQQCHF. The MHC is HLA-B07:02 with pseudo-sequence HLA-B07:02. The binding affinity (normalized) is 0.288. (2) The peptide sequence is AYQQGVKTL. The MHC is HLA-A03:01 with pseudo-sequence HLA-A03:01. The binding affinity (normalized) is 0.0847. (3) The binding affinity (normalized) is 0.627. The MHC is HLA-A02:01 with pseudo-sequence HLA-A02:01. The peptide sequence is LMSIISTFHL. (4) The peptide sequence is PMLNPFIYSL. The MHC is HLA-A02:01 with pseudo-sequence HLA-A02:01. The binding affinity (normalized) is 0.377.